From a dataset of Peptide-MHC class I binding affinity with 185,985 pairs from IEDB/IMGT. Regression. Given a peptide amino acid sequence and an MHC pseudo amino acid sequence, predict their binding affinity value. This is MHC class I binding data. (1) The peptide sequence is IAVFDSKLI. The MHC is HLA-A02:06 with pseudo-sequence HLA-A02:06. The binding affinity (normalized) is 0.132. (2) The peptide sequence is ESFVRKQKY. The MHC is HLA-A32:01 with pseudo-sequence HLA-A32:01. The binding affinity (normalized) is 0.